Dataset: Full USPTO retrosynthesis dataset with 1.9M reactions from patents (1976-2016). Task: Predict the reactants needed to synthesize the given product. (1) Given the product [C:17]1([C:16]([C:10]2[CH:11]=[CH:12][CH:13]=[CH:14][CH:15]=2)=[CH:25][CH2:24][NH:9][C@@H:7]([C:1]2[CH:6]=[CH:5][CH:4]=[CH:3][CH:2]=2)[CH3:8])[CH:18]=[CH:19][CH:20]=[CH:21][CH:28]=1, predict the reactants needed to synthesize it. The reactants are: [C:1]1([C@H:7]([NH2:9])[CH3:8])[CH:6]=[CH:5][CH:4]=[CH:3][CH:2]=1.[C:10]1([C:16]2[CH:17]=[C:18](C=[CH:24][CH:25]=2)[CH:19]=[CH:20][CH:21]=O)[CH:15]=[CH:14][CH:13]=[CH:12][CH:11]=1.[BH4-].[Na+].[CH3:28]O. (2) Given the product [C:10]([O:14][C:15]([N:17]1[CH2:22][CH2:21][CH:20]([N:23]([CH2:24][CH:25]2[CH2:26][CH2:27]2)[CH:33]([C:32]2[CH:35]=[CH:36][C:29]([F:28])=[CH:30][C:31]=2[C:37]([F:40])([F:39])[F:38])[CH3:4])[CH2:19][CH2:18]1)=[O:16])([CH3:13])([CH3:11])[CH3:12], predict the reactants needed to synthesize it. The reactants are: N1C2C=CC=C[C:4]=2N=N1.[C:10]([O:14][C:15]([N:17]1[CH2:22][CH2:21][CH:20]([NH:23][CH2:24][CH:25]2[CH2:27][CH2:26]2)[CH2:19][CH2:18]1)=[O:16])([CH3:13])([CH3:12])[CH3:11].[F:28][C:29]1[CH:36]=[CH:35][C:32]([CH:33]=O)=[C:31]([C:37]([F:40])([F:39])[F:38])[CH:30]=1.C[Mg]Br.